Dataset: Catalyst prediction with 721,799 reactions and 888 catalyst types from USPTO. Task: Predict which catalyst facilitates the given reaction. (1) Reactant: [C:1]1([CH:7]2[CH2:11][CH2:10][NH:9][CH2:8]2)[CH:6]=[CH:5][CH:4]=[CH:3][CH:2]=1.[C:12](Cl)(=[O:16])[CH2:13][CH2:14][CH3:15].C(N(CC)CC)C. Product: [C:1]1([CH:7]2[CH2:11][CH2:10][N:9]([C:12](=[O:16])[CH2:13][CH2:14][CH3:15])[CH2:8]2)[CH:6]=[CH:5][CH:4]=[CH:3][CH:2]=1. The catalyst class is: 4. (2) Reactant: [C:1]([C:4]1[C:12]2[S:11][CH2:10][CH:9]([C:13]3[CH:18]=[CH:17][C:16]([CH:19]([CH3:21])[CH3:20])=[CH:15][CH:14]=3)[C:8]=2[C:7]([CH3:22])=[C:6]([NH:23][C:24](=[O:30])[CH2:25][C:26]([CH3:29])([CH3:28])[CH3:27])[C:5]=1[CH3:31])(=[O:3])[CH3:2].C(=O)([O-])[OH:33].[Na+].ClC1C=CC=C(C(OO)=O)C=1.S([O-])(O)(=O)=O.[Na+]. Product: [C:1]([C:4]1[C:12]2[S:11](=[O:33])[CH2:10][CH:9]([C:13]3[CH:18]=[CH:17][C:16]([CH:19]([CH3:20])[CH3:21])=[CH:15][CH:14]=3)[C:8]=2[C:7]([CH3:22])=[C:6]([NH:23][C:24](=[O:30])[CH2:25][C:26]([CH3:29])([CH3:28])[CH3:27])[C:5]=1[CH3:31])(=[O:3])[CH3:2]. The catalyst class is: 4.